From a dataset of Forward reaction prediction with 1.9M reactions from USPTO patents (1976-2016). Predict the product of the given reaction. (1) Given the reactants Cl.[N:2]1([CH2:7][CH:8]2[CH2:13][CH2:12][NH:11][CH2:10][CH2:9]2)[CH:6]=[CH:5][CH:4]=[N:3]1.[Cl:14][C:15]1[N:16]=[C:17]([N:26]2[CH2:31][CH2:30][O:29][CH2:28][CH2:27]2)[C:18]2[S:23][C:22]([CH:24]=O)=[CH:21][C:19]=2[N:20]=1.C(O)(=O)C.C(O[BH-](OC(=O)C)OC(=O)C)(=O)C.[Na+], predict the reaction product. The product is: [Cl:14][C:15]1[N:16]=[C:17]([N:26]2[CH2:27][CH2:28][O:29][CH2:30][CH2:31]2)[C:18]2[S:23][C:22]([CH2:24][N:11]3[CH2:10][CH2:9][CH:8]([CH2:7][N:2]4[CH:6]=[CH:5][CH:4]=[N:3]4)[CH2:13][CH2:12]3)=[CH:21][C:19]=2[N:20]=1. (2) Given the reactants Cl[C:2]1[C:7]2[O:8][C:9]3[CH2:14][CH2:13][N:12]([C:15]([O:17][C:18]([CH3:21])([CH3:20])[CH3:19])=[O:16])[CH2:11][C:10]=3[C:6]=2[CH:5]=[C:4]([S:22]([C:25]2[CH:26]=[C:27]3[C:31](=[CH:32][CH:33]=2)[N:30](C(OCC)=O)[CH:29]=[CH:28]3)(=[O:24])=[O:23])[CH:3]=1.C1([OH:45])C=CC=CC=1, predict the reaction product. The product is: [NH:30]1[C:31]2[C:27](=[CH:26][C:25]([S:22]([C:4]3[CH:3]=[C:2]([OH:45])[C:7]4[O:8][C:9]5[CH2:14][CH2:13][N:12]([C:15]([O:17][C:18]([CH3:21])([CH3:19])[CH3:20])=[O:16])[CH2:11][C:10]=5[C:6]=4[CH:5]=3)(=[O:24])=[O:23])=[CH:33][CH:32]=2)[CH:28]=[CH:29]1. (3) Given the reactants Br[C:2]1[CH:3]=[CH:4][CH:5]=[C:6]2[C:11]=1[N:10]=[C:9]([C:12]1[N:16]3[CH:17]=[CH:18][C:19]([O:21][CH2:22][CH2:23][O:24][CH3:25])=[CH:20][C:15]3=[N:14][CH:13]=1)[CH:8]=[CH:7]2.[NH2:26][C@@H:27]1[CH2:31][CH2:30][N:29]([C:32]([O:34][C:35]([CH3:38])([CH3:37])[CH3:36])=[O:33])[CH2:28]1.C([O-])([O-])=O.[Cs+].[Cs+].C1C=CC(P(C2C(C3C(P(C4C=CC=CC=4)C4C=CC=CC=4)=CC=C4C=3C=CC=C4)=C3C(C=CC=C3)=CC=2)C2C=CC=CC=2)=CC=1, predict the reaction product. The product is: [CH3:25][O:24][CH2:23][CH2:22][O:21][C:19]1[CH:18]=[CH:17][N:16]2[C:12]([C:9]3[CH:8]=[CH:7][C:6]4[C:11](=[C:2]([NH:26][C@H:27]5[CH2:31][CH2:30][N:29]([C:32]([O:34][C:35]([CH3:38])([CH3:37])[CH3:36])=[O:33])[CH2:28]5)[CH:3]=[CH:4][CH:5]=4)[N:10]=3)=[CH:13][N:14]=[C:15]2[CH:20]=1. (4) Given the reactants [N:1]1([C:7]2[CH:8]=[CH:9][C:10]3[N:11]([C:13]([C:16]([F:19])([F:18])[F:17])=[N:14][N:15]=3)[N:12]=2)[CH2:6][CH2:5][NH:4][CH2:3][CH2:2]1.[F:20][C:21]1[CH:22]=[C:23]([CH:26]=[CH:27][CH:28]=1)[CH:24]=O, predict the reaction product. The product is: [F:20][C:21]1[CH:22]=[C:23]([CH2:24][N:4]2[CH2:3][CH2:2][N:1]([C:7]3[CH:8]=[CH:9][C:10]4[N:11]([C:13]([C:16]([F:17])([F:18])[F:19])=[N:14][N:15]=4)[N:12]=3)[CH2:6][CH2:5]2)[CH:26]=[CH:27][CH:28]=1. (5) Given the reactants [CH2:1]([O:8][C:9]1[CH:14]=[CH:13][C:12]([CH2:15][CH:16]([N:24]2[C:32](=[O:33])[C:31]3[C:26](=[CH:27][CH:28]=[CH:29][CH:30]=3)[C:25]2=[O:34])[C:17]([NH:19][CH2:20][C:21](=O)[CH3:22])=[O:18])=[CH:11][CH:10]=1)[C:2]1C=CC=CC=1.S(=O)(=O)(O)[OH:36].C([O-])(=O)C.[Na+], predict the reaction product. The product is: [O:34]=[C:25]1[C:26]2[C:31](=[CH:30][CH:29]=[CH:28][CH:27]=2)[C:32](=[O:33])[N:24]1[CH:16]([C:17]1[O:18][C:21]([CH3:22])=[CH:20][N:19]=1)[CH2:15][C:12]1[CH:13]=[CH:14][C:9]([O:8][C:1](=[O:36])[CH3:2])=[CH:10][CH:11]=1.